Dataset: Reaction yield outcomes from USPTO patents with 853,638 reactions. Task: Predict the reaction yield, written as a fraction of the theoretical maximum amount of product (1.0 means a 100% yield; for example, 0.34 means a 34% yield). (1) The reactants are [CH2:1]([O:3][C:4]([C:6]1[CH:15]=[CH:14][C:13]2[C:8](=[CH:9][CH:10]=[C:11](Br)[CH:12]=2)[CH:7]=1)=[O:5])[CH3:2].B1(B2OC(C)(C)C(C)(C)O2)OC(C)(C)C(C)(C)O1.ClCCl.C([O-])(=O)C.[K+].Br[C:44]1[C:52]2[C:47](=[CH:48][CH:49]=[C:50]([C:53]#[N:54])[CH:51]=2)[N:46]([CH:55]2[CH2:60][CH2:59][CH2:58][CH2:57][O:56]2)[N:45]=1.P([O-])([O-])([O-])=O.[K+].[K+].[K+]. The catalyst is CN(C=O)C. The product is [CH2:1]([O:3][C:4]([C:6]1[CH:15]=[CH:14][C:13]2[C:8](=[CH:9][CH:10]=[C:11]([C:44]3[C:52]4[C:47](=[CH:48][CH:49]=[C:50]([C:53]#[N:54])[CH:51]=4)[N:46]([CH:55]4[CH2:60][CH2:59][CH2:58][CH2:57][O:56]4)[N:45]=3)[CH:12]=2)[CH:7]=1)=[O:5])[CH3:2]. The yield is 0.730. (2) The product is [CH2:22]([N:24]([CH3:25])[C:19]([C:11]1[CH:12]=[C:13]([C:14]2[CH:18]=[CH:17][NH:16][CH:15]=2)[N:9]([C:6]2[CH:7]=[N:8][C:3]([O:2][CH3:1])=[CH:4][CH:5]=2)[N:10]=1)=[O:21])[CH3:23]. The yield is 0.480. No catalyst specified. The reactants are [CH3:1][O:2][C:3]1[N:8]=[CH:7][C:6]([N:9]2[C:13]([C:14]3[CH:18]=[CH:17][NH:16][CH:15]=3)=[CH:12][C:11]([C:19]([OH:21])=O)=[N:10]2)=[CH:5][CH:4]=1.[CH2:22]([NH:24][CH3:25])[CH3:23]. (3) The reactants are C(OC([NH:8][C@H:9]([C:11]([NH:13][CH:14]1[N:20]=[C:19]([C:21]2[CH:26]=[CH:25][CH:24]=[CH:23][CH:22]=2)[C:18]2[CH:27]=[CH:28][CH:29]=[CH:30][C:17]=2[N:16]([CH2:31][C:32](=[O:39])[C:33]2[CH:38]=[CH:37][CH:36]=[CH:35][CH:34]=2)[C:15]1=[O:40])=[O:12])[CH3:10])=O)(C)(C)C.C(O)(C(F)(F)F)=O.C(Cl)Cl. No catalyst specified. The product is [NH2:8][C@H:9]([C:11]([NH:13][CH:14]1[N:20]=[C:19]([C:21]2[CH:26]=[CH:25][CH:24]=[CH:23][CH:22]=2)[C:18]2[CH:27]=[CH:28][CH:29]=[CH:30][C:17]=2[N:16]([CH2:31][C:32](=[O:39])[C:33]2[CH:38]=[CH:37][CH:36]=[CH:35][CH:34]=2)[C:15]1=[O:40])=[O:12])[CH3:10]. The yield is 0.940. (4) The reactants are [C:1]([C:3]1[CH:8]=[CH:7][CH:6]=[CH:5][N:4]=1)#[N:2].[Na].[C:10]([C:12]1[CH:13]=[C:14]([CH:19]=[CH:20][CH:21]=1)[C:15]([NH:17][NH2:18])=O)#[N:11]. The catalyst is CO. The product is [N:4]1[CH:5]=[CH:6][CH:7]=[CH:8][C:3]=1[C:1]1[NH:2][C:15]([C:14]2[CH:19]=[CH:20][CH:21]=[C:12]([C:10]#[N:11])[CH:13]=2)=[N:17][N:18]=1. The yield is 0.260. (5) The reactants are [CH3:1][O:2][C:3]1[C:4]([CH2:12][N:13]([CH3:15])[CH3:14])=[C:5]2[C:9](=[CH:10][CH:11]=1)[NH:8][CH:7]=[CH:6]2.CN(C=O)C.[O:21]1[C:27]2[CH:28]=[CH:29][C:30]([S:32](Cl)(=[O:34])=[O:33])=[CH:31][C:26]=2[O:25][CH2:24][CH2:23][CH2:22]1. No catalyst specified. The product is [O:21]1[C:27]2[CH:28]=[CH:29][C:30]([S:32]([N:8]3[C:9]4[C:5](=[C:4]([CH2:12][N:13]([CH3:14])[CH3:15])[C:3]([O:2][CH3:1])=[CH:11][CH:10]=4)[CH:6]=[CH:7]3)(=[O:34])=[O:33])=[CH:31][C:26]=2[O:25][CH2:24][CH2:23][CH2:22]1. The yield is 0.170. (6) The reactants are [F:1][C:2]1[CH:11]=[C:10]2[C:5]([CH:6]=[CH:7][CH:8]=[N:9]2)=[CH:4][C:3]=1[CH:12](O)[CH3:13].[N+:15]([C:18]1C=[CH:22][CH:21]=[CH:20][CH:19]=1)([O-])=O.S(=O)(=O)(O)[OH:25].O[CH2:30][CH:31]([CH2:33][OH:34])O. No catalyst specified. The product is [F:1][C:2]1[CH:11]=[C:10]2[C:5]([CH:6]=[CH:7][CH:8]=[N:9]2)=[CH:4][C:3]=1[CH:12]([N:15]1[C:18](=[O:25])[C:19]2[C:31](=[CH:30][CH:22]=[CH:21][CH:20]=2)[C:33]1=[O:34])[CH3:13]. The yield is 0.498. (7) The reactants are Cl.[NH2:2][OH:3].[OH-].[K+].C[O:7][C:8](=O)[CH2:9][CH2:10][CH2:11][CH2:12][CH2:13][CH2:14][NH:15][C:16](=[O:31])/[C:17](/[C:25]1[CH:30]=[CH:29][CH:28]=[CH:27][CH:26]=1)=[CH:18]/[C:19]1[CH:24]=[CH:23][CH:22]=[CH:21][CH:20]=1. The catalyst is CO.ClCCl.O. The product is [C:25]1(/[C:17](=[CH:18]\[C:19]2[CH:24]=[CH:23][CH:22]=[CH:21][CH:20]=2)/[C:16]([NH:15][CH2:14][CH2:13][CH2:12][CH2:11][CH2:10][CH2:9][C:8]([NH:2][OH:3])=[O:7])=[O:31])[CH:30]=[CH:29][CH:28]=[CH:27][CH:26]=1. The yield is 0.580.